This data is from Full USPTO retrosynthesis dataset with 1.9M reactions from patents (1976-2016). The task is: Predict the reactants needed to synthesize the given product. (1) Given the product [CH3:20][C:19]([CH2:18][CH2:17][CH:16]=[C:14]([CH3:15])[CH3:13])=[CH:21][CH2:22][O:6][C:5](=[O:7])[CH2:4][CH2:3][C:2](=[O:1])[CH2:8][CH2:9][CH2:10][CH2:11][CH3:12], predict the reactants needed to synthesize it. The reactants are: [O:1]=[C:2]([CH2:8][CH2:9][CH2:10][CH2:11][CH3:12])[CH2:3][CH2:4][C:5]([OH:7])=[O:6].[CH3:13][C:14](=[CH:16][CH2:17][CH2:18]/[C:19](=[CH:21]/[CH2:22]O)/[CH3:20])[CH3:15]. (2) Given the product [N:29]1[CH:34]=[CH:33][CH:32]=[CH:31][C:30]=1[C:35]([N:1]1[CH2:2][CH:3]=[C:4]([C:7]2[CH:19]=[CH:18][C:10]([CH2:11][C@@H:12]([C:14]([O:16][CH3:17])=[O:15])[NH2:13])=[CH:9][CH:8]=2)[CH2:5][CH2:6]1)=[O:36], predict the reactants needed to synthesize it. The reactants are: [NH:1]1[CH2:6][CH:5]=[C:4]([C:7]2[CH:19]=[CH:18][C:10]([CH2:11][C@@H:12]([C:14]([O:16][CH3:17])=[O:15])[NH2:13])=[CH:9][CH:8]=2)[CH2:3][CH2:2]1.C(N(C(C)C)CC)(C)C.[N:29]1[CH:34]=[CH:33][CH:32]=[CH:31][C:30]=1[C:35](O)=[O:36].CN(C(ON1N=NC2C=CC=NC1=2)=[N+](C)C)C.F[P-](F)(F)(F)(F)F.